This data is from Full USPTO retrosynthesis dataset with 1.9M reactions from patents (1976-2016). The task is: Predict the reactants needed to synthesize the given product. (1) The reactants are: [NH2:1][C:2]1[N:7]2[CH:8]=[CH:9][N:10]=[C:6]2[C:5]([C:11]2[CH:16]=[CH:15][CH:14]=[C:13]([C:17]#[C:18][C@:19]3([OH:26])[CH2:23][CH2:22][N:21]([CH3:24])[C:20]3=[O:25])[CH:12]=2)=[N:4][C:3]=1[C:27]([O:29]C)=O.[NH3:31]. Given the product [NH2:1][C:2]1[N:7]2[CH:8]=[CH:9][N:10]=[C:6]2[C:5]([C:11]2[CH:16]=[CH:15][CH:14]=[C:13]([C:17]#[C:18][C@:19]3([OH:26])[CH2:23][CH2:22][N:21]([CH3:24])[C:20]3=[O:25])[CH:12]=2)=[N:4][C:3]=1[C:27]([NH2:31])=[O:29], predict the reactants needed to synthesize it. (2) Given the product [NH2:1][C:2]1[C:3]2[N:4]([C:8]([CH:22]3[CH2:24][CH2:23]3)=[N:9][C:10]=2[C:11]([NH:13][C:14]2[CH:19]=[CH:18][CH:17]=[C:16]([CH2:20][NH:21][S:38]([C:32]3[CH:37]=[CH:36][CH:35]=[CH:34][CH:33]=3)(=[O:40])=[O:39])[CH:15]=2)=[O:12])[CH:5]=[CH:6][N:7]=1, predict the reactants needed to synthesize it. The reactants are: [NH2:1][C:2]1[C:3]2[N:4]([C:8]([CH:22]3[CH2:24][CH2:23]3)=[N:9][C:10]=2[C:11]([NH:13][C:14]2[CH:19]=[CH:18][CH:17]=[C:16]([CH2:20][NH2:21])[CH:15]=2)=[O:12])[CH:5]=[CH:6][N:7]=1.C(N(CC)CC)C.[C:32]1([S:38](Cl)(=[O:40])=[O:39])[CH:37]=[CH:36][CH:35]=[CH:34][CH:33]=1. (3) Given the product [C:13]([CH2:12][NH:11][C:9]([C@@H:8]([NH:7][CH2:6][C:5]1[CH:19]=[CH:20][C:2]([C:37]2[CH:36]=[CH:35][C:34]([N:31]3[CH2:30][CH2:29][N:28]([C:26]([O:25][C:21]([CH3:24])([CH3:23])[CH3:22])=[O:27])[CH2:33][CH2:32]3)=[CH:39][CH:38]=2)=[CH:3][CH:4]=1)[CH2:15][CH:16]([CH3:18])[CH3:17])=[O:10])#[N:14], predict the reactants needed to synthesize it. The reactants are: Br[C:2]1[CH:20]=[CH:19][C:5]([CH2:6][NH:7][C@@H:8]([CH2:15][CH:16]([CH3:18])[CH3:17])[C:9]([NH:11][CH2:12][C:13]#[N:14])=[O:10])=[CH:4][CH:3]=1.[C:21]([O:25][C:26]([N:28]1[CH2:33][CH2:32][N:31]([C:34]2[CH:39]=[CH:38][C:37](B(O)O)=[CH:36][CH:35]=2)[CH2:30][CH2:29]1)=[O:27])([CH3:24])([CH3:23])[CH3:22].C(=O)([O-])[O-].[Na+].[Na+].O. (4) Given the product [CH3:3][O:4][CH2:5][CH2:6][N:7]1[C:15]2[C:10](=[CH:11][C:12]([C:16]([OH:18])=[O:17])=[CH:13][CH:14]=2)[CH:9]=[C:8]1[C:20]1[CH:25]=[CH:24][CH:23]=[CH:22][CH:21]=1, predict the reactants needed to synthesize it. The reactants are: [OH-].[Li+].[CH3:3][O:4][CH2:5][CH2:6][N:7]1[C:15]2[C:10](=[CH:11][C:12]([C:16]([O:18]C)=[O:17])=[CH:13][CH:14]=2)[CH:9]=[C:8]1[C:20]1[CH:25]=[CH:24][CH:23]=[CH:22][CH:21]=1. (5) The reactants are: [NH2:1][C:2]1[CH:3]=[CH:4][C:5]([F:18])=[C:6]([C@:8]2([CH3:17])[C:13]([F:15])([F:14])[CH2:12][O:11][C:10]([NH2:16])=[N:9]2)[CH:7]=1.[CH:19]1([CH2:22][O:23][C:24]2[N:25]=[CH:26][C:27]([C:30](O)=[O:31])=[N:28][CH:29]=2)[CH2:21][CH2:20]1. Given the product [NH2:16][C:10]1[O:11][CH2:12][C:13]([F:14])([F:15])[C@:8]([C:6]2[CH:7]=[C:2]([NH:1][C:30]([C:27]3[CH:26]=[N:25][C:24]([O:23][CH2:22][CH:19]4[CH2:21][CH2:20]4)=[CH:29][N:28]=3)=[O:31])[CH:3]=[CH:4][C:5]=2[F:18])([CH3:17])[N:9]=1, predict the reactants needed to synthesize it. (6) Given the product [CH:10]([OH:12])=[O:11].[CH3:32][O:33][C:34]1[CH:35]=[C:36]([C:40]2[CH:41]=[C:42]([NH:45][C:10](=[O:12])[CH2:9][CH2:8][CH2:7][N:2]3[CH2:3][CH2:4][CH2:5][CH2:6]3)[NH:43][N:44]=2)[CH:37]=[N:38][CH:39]=1, predict the reactants needed to synthesize it. The reactants are: Cl.[N:2]1([CH2:7][CH2:8][CH2:9][C:10]([OH:12])=[O:11])[CH2:6][CH2:5][CH2:4][CH2:3]1.CCN(CC)CC.C1N=CN(C(N2C=NC=C2)=O)C=1.[CH3:32][O:33][C:34]1[CH:35]=[C:36]([C:40]2[CH:41]=[C:42]([NH2:45])[NH:43][N:44]=2)[CH:37]=[N:38][CH:39]=1. (7) Given the product [CH3:22][O:21][C:17]1[CH:16]=[C:15]2[C:20]([C:11]([O:10][CH2:9][CH2:8][C:7]3[C:2](=[O:30])[NH:3][CH:4]=[C:5]([C:23]4[S:24][CH:25]=[C:26]([CH3:28])[CH:27]=4)[CH:6]=3)=[CH:12][CH:13]=[N:14]2)=[CH:19][CH:18]=1, predict the reactants needed to synthesize it. The reactants are: F[C:2]1[C:7]([CH2:8][CH2:9][O:10][C:11]2[C:20]3[C:15](=[CH:16][C:17]([O:21][CH3:22])=[CH:18][CH:19]=3)[N:14]=[CH:13][CH:12]=2)=[CH:6][C:5]([C:23]2[S:24][CH:25]=[C:26]([CH3:28])[CH:27]=2)=[CH:4][N:3]=1.Cl.[O:30]1CCOCC1. (8) Given the product [C:16]([C:20]1[CH:29]=[CH:28][C:23]([C:24]([NH:26][N:27]=[CH:11][C:10]2[CH:13]=[CH:14][CH:15]=[C:8]([O:1][C:2]3[CH:7]=[CH:6][CH:5]=[CH:4][CH:3]=3)[CH:9]=2)=[O:25])=[CH:22][CH:21]=1)([CH3:19])([CH3:17])[CH3:18], predict the reactants needed to synthesize it. The reactants are: [O:1]([C:8]1[CH:9]=[C:10]([CH:13]=[CH:14][CH:15]=1)[CH:11]=O)[C:2]1[CH:7]=[CH:6][CH:5]=[CH:4][CH:3]=1.[C:16]([C:20]1[CH:29]=[CH:28][C:23]([C:24]([NH:26][NH2:27])=[O:25])=[CH:22][CH:21]=1)([CH3:19])([CH3:18])[CH3:17]. (9) Given the product [F:76][C:71]1[CH:70]=[C:69]([CH2:68][C@H:38]([NH:37][C:21](=[O:23])[CH2:20][CH2:24][CH2:25][C:27](=[O:28])[N:29]2[CH2:30][CH2:31][CH2:35][CH2:34][CH2:33]2)[C@H:39]([OH:67])[CH2:40][N:41]([CH2:59][C:60]2[CH:65]=[CH:64][CH:63]=[C:62]([I:66])[CH:61]=2)[C:42](=[O:58])[O:43][CH2:44][CH:45]2[C:46]3[CH:47]=[CH:48][CH:49]=[CH:50][C:51]=3[C:52]3[C:57]2=[CH:56][CH:55]=[CH:54][CH:53]=3)[CH:74]=[C:73]([F:75])[CH:72]=1, predict the reactants needed to synthesize it. The reactants are: C1C=CC2N(O)N=NC=2C=1.C(Cl)CCl.NC(C1C=[C:20]([CH:24]=[C:25]([C:27]([N:29]([CH2:33][CH2:34][CH3:35])[CH2:30][CH2:31]C)=[O:28])C=1)[C:21]([OH:23])=O)=O.Cl.[NH2:37][C@@H:38]([CH2:68][C:69]1[CH:74]=[C:73]([F:75])[CH:72]=[C:71]([F:76])[CH:70]=1)[C@H:39]([OH:67])[CH2:40][N:41]([CH2:59][C:60]1[CH:65]=[CH:64][CH:63]=[C:62]([I:66])[CH:61]=1)[C:42](=[O:58])[O:43][CH2:44][CH:45]1[C:57]2[CH:56]=[CH:55][CH:54]=[CH:53][C:52]=2[C:51]2[C:46]1=[CH:47][CH:48]=[CH:49][CH:50]=2.CN1CCOCC1.